Dataset: Full USPTO retrosynthesis dataset with 1.9M reactions from patents (1976-2016). Task: Predict the reactants needed to synthesize the given product. Given the product [Cl:1][C:2]1[CH:7]=[CH:6][CH:5]=[CH:4][C:3]=1[S:8]([N:11]([CH:18]1[CH2:23][CH2:22][N:21]([S:8]([C:3]2[CH:4]=[CH:5][C:32]([CH2:30][CH3:31])=[CH:7][CH:2]=2)(=[O:10])=[O:9])[CH2:20][CH2:19]1)[C:12]1[CH:17]=[CH:16][CH:15]=[CH:14][N:13]=1)(=[O:10])=[O:9], predict the reactants needed to synthesize it. The reactants are: [Cl:1][C:2]1[CH:7]=[CH:6][CH:5]=[CH:4][C:3]=1[S:8]([N:11]([CH:18]1[CH2:23][CH2:22][NH:21][CH2:20][CH2:19]1)[C:12]1[CH:17]=[CH:16][CH:15]=[CH:14][N:13]=1)(=[O:10])=[O:9].CCN([CH:30]([CH3:32])[CH3:31])C(C)C.